From a dataset of Forward reaction prediction with 1.9M reactions from USPTO patents (1976-2016). Predict the product of the given reaction. (1) Given the reactants [CH3:1][O:2][C:3]([CH:5]1[CH2:9][CH:8]([NH2:10])[CH2:7][N:6]1[CH2:11][C:12]1[CH:17]=[CH:16][CH:15]=[CH:14][CH:13]=1)=[O:4].[CH:18](=O)[C:19]1[CH:24]=[CH:23][CH:22]=[CH:21][CH:20]=1.[O-]S([O-])(=O)=O.[Mg+2].[BH3-]C#N.[Na+].C[C:37]([OH:39])=[O:38], predict the reaction product. The product is: [CH3:1][O:2][C:3]([CH:5]1[CH2:9][CH:8]([N:10]([C:37]([O:39][C:12]([CH3:17])([CH3:13])[CH3:11])=[O:38])[CH2:18][C:19]2[CH:24]=[CH:23][CH:22]=[CH:21][CH:20]=2)[CH2:7][N:6]1[CH2:11][C:12]1[CH:17]=[CH:16][CH:15]=[CH:14][CH:13]=1)=[O:4]. (2) Given the reactants C([O:3][C:4](=[O:28])[CH:5]([C:12]1[CH:17]=[CH:16][C:15]([S:18]([N:21]2[CH2:26][CH2:25][N:24]([CH3:27])[CH2:23][CH2:22]2)(=[O:20])=[O:19])=[CH:14][CH:13]=1)[CH2:6][CH:7]1[CH2:11][CH2:10][CH2:9][CH2:8]1)C.O.[OH-].[Na+], predict the reaction product. The product is: [CH:7]1([CH2:6][CH:5]([C:12]2[CH:13]=[CH:14][C:15]([S:18]([N:21]3[CH2:26][CH2:25][N:24]([CH3:27])[CH2:23][CH2:22]3)(=[O:19])=[O:20])=[CH:16][CH:17]=2)[C:4]([OH:28])=[O:3])[CH2:11][CH2:10][CH2:9][CH2:8]1. (3) Given the reactants [F:1][C:2]([F:12])([F:11])[C:3]1[CH:4]=[C:5]([OH:10])[C:6]([OH:9])=[CH:7][CH:8]=1.[Br:13]Br, predict the reaction product. The product is: [Br:13][C:7]1[CH:8]=[C:3]([C:2]([F:11])([F:12])[F:1])[CH:4]=[C:5]([OH:10])[C:6]=1[OH:9].